This data is from Reaction yield outcomes from USPTO patents with 853,638 reactions. The task is: Predict the reaction yield, written as a fraction of the theoretical maximum amount of product (1.0 means a 100% yield; for example, 0.34 means a 34% yield). (1) The reactants are [N:1]1[C:6]2[CH:7]=[CH:8][NH:9][C:5]=2[C:4](=O)[NH:3][CH:2]=1.P(Cl)(Cl)([Cl:13])=O.[NH4+].[OH-]. No catalyst specified. The product is [Cl:13][C:4]1[N:3]=[CH:2][NH:1][C:6]2=[CH:7][CH:8]=[N:9][C:5]=12. The yield is 0.890. (2) The reactants are [H-].[Na+].[OH:3][C:4]1[C:13]2[C:8](=[CH:9][CH:10]=[CH:11][CH:12]=2)[C:7]([CH:14]=[O:15])=[CH:6][CH:5]=1.Br[CH2:17][C:18]1[CH:23]=[CH:22][C:21]([F:24])=[C:20](Cl)[CH:19]=1.[ClH:26]. The catalyst is CN(C)C=O. The product is [Cl:26][C:19]1[CH:20]=[C:21]([F:24])[CH:22]=[CH:23][C:18]=1[CH2:17][O:3][C:4]1[C:13]2[C:8](=[CH:9][CH:10]=[CH:11][CH:12]=2)[C:7]([CH:14]=[O:15])=[CH:6][CH:5]=1. The yield is 0.810. (3) The reactants are C[O:2][C:3](=O)[CH2:4][CH:5]1[C:14]2[C:9](=[CH:10][C:11]([S:15]([C:18]3[CH:23]=[CH:22][CH:21]=[CH:20][CH:19]=3)(=[O:17])=[O:16])=[CH:12][CH:13]=2)[CH2:8][CH2:7][CH2:6]1.[H-].[Al+3].[Li+].[H-].[H-].[H-].N1C=CC=CC=1.[CH3:37][S:38](Cl)(=[O:40])=[O:39].C([O-])(O)=O.[Na+]. The catalyst is CCOCC.C1COCC1.C(Cl)Cl.C1C=CC=CC=1. The product is [C:18]1([S:15]([C:11]2[CH:10]=[C:9]3[C:14](=[CH:13][CH:12]=2)[CH:5]([CH2:4][CH2:3][O:2][S:38]([CH3:37])(=[O:40])=[O:39])[CH2:6][CH2:7][CH2:8]3)(=[O:17])=[O:16])[CH:23]=[CH:22][CH:21]=[CH:20][CH:19]=1. The yield is 0.773. (4) The reactants are [CH3:1][O:2][C:3]1[CH:8]=[CH:7][C:6]([NH:9][CH2:10][C:11]([OH:13])=O)=[CH:5][CH:4]=1.Cl.[CH3:15][NH:16][CH3:17].CCN(C(C)C)C(C)C.CN(C(ON1N=NC2C=CC=NC1=2)=[N+](C)C)C.F[P-](F)(F)(F)(F)F. The catalyst is C(#N)C. The product is [CH3:1][O:2][C:3]1[CH:8]=[CH:7][C:6]([NH:9][CH2:10][C:11]([N:16]([CH3:17])[CH3:15])=[O:13])=[CH:5][CH:4]=1. The yield is 0.710. (5) The product is [F:1][C:2]1[CH:10]=[C:9]2[C:5]([C:6]([C:28]([NH2:32])=[O:30])=[N:7][N:8]2[C:11]2[CH:16]=[CH:15][CH:14]=[C:13]([C:17]#[C:18][C@:19]3([OH:27])[CH2:24][CH2:23][CH2:22][N:21]([CH3:25])[C:20]3=[O:26])[CH:12]=2)=[CH:4][CH:3]=1. The reactants are [F:1][C:2]1[CH:10]=[C:9]2[C:5]([C:6]([C:28]([O:30]C)=O)=[N:7][N:8]2[C:11]2[CH:16]=[CH:15][CH:14]=[C:13]([C:17]#[C:18][C@:19]3([OH:27])[CH2:24][CH2:23][CH2:22][N:21]([CH3:25])[C:20]3=[O:26])[CH:12]=2)=[CH:4][CH:3]=1.[NH3:32]. The catalyst is CO. The yield is 0.310. (6) The reactants are C(N1C2C(=CC=CC=2)CC1=O)C1C=CC=CC=1.[F:18][C:19]1[CH:20]=[C:21]2[C:25](=[CH:26][CH:27]=1)[N:24]([CH2:28][C:29]1[CH:34]=[CH:33][CH:32]=[CH:31][CH:30]=1)[C:23](=[O:35])[C:22]2=O.CCOCC. The catalyst is CCCCCC. The product is [CH2:28]([N:24]1[C:25]2[C:21](=[CH:20][C:19]([F:18])=[CH:27][CH:26]=2)[CH2:22][C:23]1=[O:35])[C:29]1[CH:34]=[CH:33][CH:32]=[CH:31][CH:30]=1. The yield is 0.750.